From a dataset of Catalyst prediction with 721,799 reactions and 888 catalyst types from USPTO. Predict which catalyst facilitates the given reaction. (1) Reactant: C(OC(=O)N(C(C1C=CC=C(O)C=1)CCOC1C=CC([Cl:19])=CC=1)C)(C)(C)C.[Cl:28][C:29]1[CH:60]=[CH:59][C:32]([O:33][CH2:34][CH2:35][CH:36]([N:50](C)[C:51](=O)OC(C)(C)C)[C:37]2[CH:42]=[CH:41][C:40]([O:43][C:44](=[O:49])[N:45]([CH2:47][CH3:48])[CH3:46])=[CH:39][CH:38]=2)=[CH:31][CH:30]=1.C1N=CN(C(N2C=NC=C2)=O)C=1.C(N)C. Product: [ClH:19].[CH2:47]([N:45]([CH3:46])[C:44](=[O:49])[O:43][C:40]1[CH:39]=[CH:38][C:37]([CH:36]([NH:50][CH3:51])[CH2:35][CH2:34][O:33][C:32]2[CH:31]=[CH:30][C:29]([Cl:28])=[CH:60][CH:59]=2)=[CH:42][CH:41]=1)[CH3:48]. The catalyst class is: 4. (2) Reactant: C[O:2][C:3]([C:5]1[N:6](S(C2C=CC(C)=CC=2)(=O)=O)[CH:7]=[C:8]([C:10]2[CH:15]=[CH:14][CH:13]=[C:12]([N+:16]([O-:18])=[O:17])[C:11]=2[O:19][CH3:20])[CH:9]=1)=[O:4].O.[OH-].[Li+].CN(C)C=O.Cl. Product: [N+:16]([C:12]1[C:11]([O:19][CH3:20])=[C:10]([C:8]2[CH:9]=[C:5]([C:3]([OH:4])=[O:2])[NH:6][CH:7]=2)[CH:15]=[CH:14][CH:13]=1)([O-:18])=[O:17]. The catalyst class is: 6. (3) Reactant: [CH3:1][C:2]1[CH:7]=[CH:6][C:5]([S:8]([O:11][C:12]2[CH:17]=[CH:16][C:15]([NH2:18])=[C:14]([CH2:19][CH:20]=[C:21]([CH3:23])[CH3:22])[CH:13]=2)(=[O:10])=[O:9])=[CH:4][CH:3]=1.C(=O)([O-])[O-].[Na+].[Na+].[I:30]I.S([O-])([O-])(=O)=S.[Na+].[Na+]. Product: [CH3:1][C:2]1[CH:7]=[CH:6][C:5]([S:8]([O:11][C:12]2[CH:13]=[C:14]3[C:15](=[CH:16][CH:17]=2)[NH:18][C:21]([CH3:23])([CH3:22])[CH:20]([I:30])[CH2:19]3)(=[O:10])=[O:9])=[CH:4][CH:3]=1. The catalyst class is: 4. (4) Reactant: [N+:1]([C:4]1[CH:13]=[CH:12][CH:11]=[C:10]2[C:5]=1[CH:6]=[CH:7][CH:8]=[N:9]2)([O-:3])=[O:2].[CH3:14]I. Product: [CH3:14][N:9]1[C:10]2[C:5](=[C:4]([N+:1]([O-:3])=[O:2])[CH:13]=[CH:12][CH:11]=2)[CH:6]=[CH:7][CH2:8]1. The catalyst class is: 11. (5) Reactant: [N:1]([CH2:4][C@@H:5]([NH:13][C:14](=[O:20])[O:15][C:16]([CH3:19])([CH3:18])[CH3:17])[CH2:6][CH:7]1[CH2:12][CH2:11][CH2:10][CH2:9][CH2:8]1)=[N+]=[N-].N#N. Product: [NH2:1][CH2:4][C@@H:5]([NH:13][C:14](=[O:20])[O:15][C:16]([CH3:18])([CH3:17])[CH3:19])[CH2:6][CH:7]1[CH2:12][CH2:11][CH2:10][CH2:9][CH2:8]1. The catalyst class is: 19. (6) Reactant: [CH:1]1([CH:6]([N:10]2[CH:14]=[C:13]([C:15]3[CH:20]=[CH:19][N:18]=[C:17]([NH:21][C:22]4[CH:27]=[CH:26][C:25]([N+:28]([O-])=O)=[CH:24][CH:23]=4)[N:16]=3)[CH:12]=[N:11]2)[CH2:7][C:8]#[N:9])[CH2:5][CH2:4][CH2:3][CH2:2]1. Product: [NH2:28][C:25]1[CH:26]=[CH:27][C:22]([NH:21][C:17]2[N:16]=[C:15]([C:13]3[CH:12]=[N:11][N:10]([CH:6]([CH:1]4[CH2:5][CH2:4][CH2:3][CH2:2]4)[CH2:7][C:8]#[N:9])[CH:14]=3)[CH:20]=[CH:19][N:18]=2)=[CH:23][CH:24]=1. The catalyst class is: 19.